From a dataset of Catalyst prediction with 721,799 reactions and 888 catalyst types from USPTO. Predict which catalyst facilitates the given reaction. (1) Reactant: Br[C:2]1[CH:3]=[C:4]([CH:7]=[O:8])[S:5][CH:6]=1.[CH3:9][S:10]([C:12]1[CH:17]=[CH:16][C:15](B(O)O)=[CH:14][CH:13]=1)=[O:11].C([O-])([O-])=O.[Na+].[Na+]. Product: [CH3:9][S:10]([C:12]1[CH:17]=[CH:16][C:15]([C:2]2[CH:3]=[C:4]([CH:7]=[O:8])[S:5][CH:6]=2)=[CH:14][CH:13]=1)=[O:11]. The catalyst class is: 108. (2) Reactant: [C:1]1([C:7]([C:10]2[S:11][CH:12]=[C:13]([C:15](OCC)=[O:16])[N:14]=2)([CH3:9])[CH3:8])[CH:6]=[CH:5][CH:4]=[CH:3][CH:2]=1.[Li+].[BH4-].CO. Product: [C:1]1([C:7]([C:10]2[S:11][CH:12]=[C:13]([CH2:15][OH:16])[N:14]=2)([CH3:9])[CH3:8])[CH:2]=[CH:3][CH:4]=[CH:5][CH:6]=1. The catalyst class is: 1. (3) Reactant: [CH3:1][O:2][C:3]1[C:4]2[C:12]([CH:13]=[C:14]3[CH:18]=[CH:17][S:16][C:15]=13)=[C:11]([O:19][CH3:20])[C:7]1[S:8][CH:9]=[CH:10][C:6]=1[CH:5]=2.[C:21]1([CH3:27])[CH:26]=[CH:25][CH:24]=[CH:23][CH:22]=1.[CH2:28]([CH:36]([CH2:39][CH2:40][CH2:41][CH2:42][CH2:43][CH2:44][CH2:45][CH2:46][CH2:47][CH3:48])CO)[CH2:29][CH2:30][CH2:31][CH2:32][CH2:33][CH2:34][CH3:35].[C:49]1([CH3:59])[CH:54]=[CH:53][C:52](S(O)(=O)=O)=[CH:51][CH:50]=1. Product: [CH2:52]([CH:53]([CH2:54][CH2:49][CH2:59][CH2:22][CH2:23][CH2:24][CH2:25][CH2:26][CH2:21][CH3:27])[CH2:20][O:19][C:11]1[C:12]2[C:4]([CH:5]=[C:6]3[CH:10]=[CH:9][S:8][C:7]=13)=[C:3]([O:2][CH2:1][CH:36]([CH2:28][CH2:29][CH2:30][CH2:31][CH2:32][CH2:33][CH2:34][CH3:35])[CH2:39][CH2:40][CH2:41][CH2:42][CH2:43][CH2:44][CH2:45][CH2:46][CH2:47][CH3:48])[C:15]1[S:16][CH:17]=[CH:18][C:14]=1[CH:13]=2)[CH2:51][CH2:50][CH2:14][CH2:15][CH2:3][CH2:4][CH3:5]. The catalyst class is: 6. (4) Reactant: [NH2-].[Na+].CS[C:5](=[S:14])[O:6][CH2:7][C:8]1[CH:13]=[CH:12][CH:11]=[CH:10][CH:9]=1.[CH3:15][O:16][C:17]1[CH:30]=[CH:29][C:20]([C:21]([C:23]2C=CC=CC=2)=[O:22])=[CH:19][CH:18]=1.Cl. Product: [CH2:7]([O:6][C:5](=[S:14])[CH2:23][C:21]([C:20]1[CH:29]=[CH:30][C:17]([O:16][CH3:15])=[CH:18][CH:19]=1)=[O:22])[C:8]1[CH:9]=[CH:10][CH:11]=[CH:12][CH:13]=1. The catalyst class is: 11.